Dataset: Reaction yield outcomes from USPTO patents with 853,638 reactions. Task: Predict the reaction yield, written as a fraction of the theoretical maximum amount of product (1.0 means a 100% yield; for example, 0.34 means a 34% yield). The reactants are [Br:1][C:2]1[S:6][C:5]([NH:7][C:8](=[O:14])[O:9][C:10]([CH3:13])([CH3:12])[CH3:11])=[N:4][CH:3]=1.[CH:15](O)([CH3:17])[CH3:16].C1(P(C2C=CC=CC=2)C2C=CC=CC=2)C=CC=CC=1.N(C(OCC)=O)=NC(OCC)=O. The catalyst is C1COCC1. The product is [Br:1][C:2]1[S:6][C:5]([N:7]([CH:15]([CH3:17])[CH3:16])[C:8](=[O:14])[O:9][C:10]([CH3:11])([CH3:13])[CH3:12])=[N:4][CH:3]=1. The yield is 0.900.